From a dataset of Catalyst prediction with 721,799 reactions and 888 catalyst types from USPTO. Predict which catalyst facilitates the given reaction. Reactant: [CH2:1]([O:3][P:4]([C:9]1[CH:10]=[C:11]([CH2:15][C:16]([O:18]CC)=[O:17])[CH:12]=[CH:13][CH:14]=1)([O:6][CH2:7][CH3:8])=[O:5])[CH3:2].O[Li].O. Product: [CH2:7]([O:6][P:4]([C:9]1[CH:10]=[C:11]([CH2:15][C:16]([OH:18])=[O:17])[CH:12]=[CH:13][CH:14]=1)([O:3][CH2:1][CH3:2])=[O:5])[CH3:8]. The catalyst class is: 40.